Dataset: CYP2D6 inhibition data for predicting drug metabolism from PubChem BioAssay. Task: Regression/Classification. Given a drug SMILES string, predict its absorption, distribution, metabolism, or excretion properties. Task type varies by dataset: regression for continuous measurements (e.g., permeability, clearance, half-life) or binary classification for categorical outcomes (e.g., BBB penetration, CYP inhibition). Dataset: cyp2d6_veith. (1) The molecule is COC(=O)COc1ccc(C2NC(=O)NC(c3ccccc3)=C2C(C)=O)cc1OC. The result is 0 (non-inhibitor). (2) The compound is Cc1c(Cl)cnc(NC(=O)COC(=O)CCS(=O)(=O)c2ccccc2)c1Cl. The result is 0 (non-inhibitor). (3) The molecule is CO[C@@H]1COC(=O)C/C=C\[C@@H](C)[C@H](OC)COC(=O)[C@H](COCc2ccccc2)NC(=O)C/C=C\[C@H]1C. The result is 0 (non-inhibitor).